From a dataset of Catalyst prediction with 721,799 reactions and 888 catalyst types from USPTO. Predict which catalyst facilitates the given reaction. Reactant: [CH3:1][O:2][C:3]([C:5]1[C:10]([NH:11][C:12]2[CH:17]=[CH:16][C:15]([Si:18]([CH3:21])([CH3:20])[CH3:19])=[CH:14][C:13]=2[F:22])=[N:9][C:8]([CH2:23][NH2:24])=[CH:7][N:6]=1)=[O:4].[C:25](OC(=O)C)(=[O:27])C. Product: [CH3:1][O:2][C:3]([C:5]1[C:10]([NH:11][C:12]2[CH:17]=[CH:16][C:15]([Si:18]([CH3:19])([CH3:20])[CH3:21])=[CH:14][C:13]=2[F:22])=[N:9][C:8]([CH2:23][NH:24][CH:25]=[O:27])=[CH:7][N:6]=1)=[O:4]. The catalyst class is: 106.